Dataset: Catalyst prediction with 721,799 reactions and 888 catalyst types from USPTO. Task: Predict which catalyst facilitates the given reaction. Reactant: C(N([CH2:6][CH3:7])CC)C.[C:8](Cl)(=[O:15])[C:9]1[CH:14]=[CH:13][CH:12]=[CH:11][CH:10]=1.[C:17](=[O:20])([O-])[O-:18].[Na+].[Na+]. Product: [C:17]([O:18][C:12]1[CH:13]=[CH:14][C:9]([CH2:8][OH:15])=[CH:10][CH:11]=1)(=[O:20])[C:7]1[CH:6]=[CH:11][CH:10]=[CH:9][CH:8]=1. The catalyst class is: 4.